This data is from Catalyst prediction with 721,799 reactions and 888 catalyst types from USPTO. The task is: Predict which catalyst facilitates the given reaction. (1) Reactant: I[C:2]1[CH:7]=[CH:6][CH:5]=[CH:4][C:3]=1[NH:8][C:9](=[O:19])[O:10][CH2:11][CH2:12][CH:13]1[CH2:17][CH2:16][CH2:15][N:14]1[CH3:18].[NH2:20][C:21]1[CH:22]=[C:23](B(O)O)[CH:24]=[CH:25][CH:26]=1.C(=O)([O-])[O-].[Na+].[Na+]. Product: [NH2:20][C:21]1[CH:26]=[C:25]([C:2]2[CH:7]=[CH:6][CH:5]=[CH:4][C:3]=2[NH:8][C:9](=[O:19])[O:10][CH2:11][CH2:12][CH:13]2[CH2:17][CH2:16][CH2:15][N:14]2[CH3:18])[CH:24]=[CH:23][CH:22]=1. The catalyst class is: 47. (2) Reactant: C(=O)([O-])[O-].[K+].[K+].Cl.[NH2:8][OH:9].[C:10]([C:12]([N:18]1[CH:22]=[N:21][CH:20]=[N:19]1)=[N:13][O:14][CH:15]([CH3:17])[CH3:16])#[N:11].Cl. Product: [NH2:11][C:10](=[N:8][OH:9])[C:12]([N:18]1[CH:22]=[N:21][CH:20]=[N:19]1)=[N:13][O:14][CH:15]([CH3:17])[CH3:16]. The catalyst class is: 5. (3) Reactant: [Br:1][C:2]1[C:7]2[N:8]=[C:9](Br)[NH:10][C:6]=2[C:5]([Br:12])=[C:4]([Br:13])[C:3]=1[Br:14].[NH2:15][C:16]1[CH:21]=[CH:20][C:19]([NH2:22])=[CH:18][CH:17]=1.C(Cl)(Cl)Cl.CO. Product: [Br:1][C:2]1[C:7]2[N:8]=[C:9]([NH:15][C:16]3[CH:21]=[CH:20][C:19]([NH2:22])=[CH:18][CH:17]=3)[NH:10][C:6]=2[C:5]([Br:12])=[C:4]([Br:13])[C:3]=1[Br:14]. The catalyst class is: 8. (4) Reactant: [F:1][C:2]1[CH:3]=[C:4](/[CH:9]=[CH:10]/[C:11](O)=[O:12])[CH:5]=[C:6]([F:8])[CH:7]=1.C(N(CC)CC)C.ClC(OCC(C)C)=O. Product: [F:1][C:2]1[CH:3]=[C:4](/[CH:9]=[CH:10]/[CH2:11][OH:12])[CH:5]=[C:6]([F:8])[CH:7]=1. The catalyst class is: 7. (5) Reactant: [OH:1][C@@H:2]1[CH2:11][CH2:10][C@@H:9]2[C@H:4]([CH2:5][C@@H:6]([C:16]([O:18][CH2:19][CH3:20])=[O:17])[N:7]([C:12]([O:14][CH3:15])=[O:13])[CH2:8]2)[CH2:3]1.C(N(CC)CC)C.[CH3:28][S:29](Cl)(=[O:31])=[O:30].[Cl-].[NH4+]. Product: [CH3:28][S:29]([O:1][C@@H:2]1[CH2:11][CH2:10][C@@H:9]2[C@H:4]([CH2:5][C@@H:6]([C:16]([O:18][CH2:19][CH3:20])=[O:17])[N:7]([C:12]([O:14][CH3:15])=[O:13])[CH2:8]2)[CH2:3]1)(=[O:31])=[O:30]. The catalyst class is: 4. (6) Reactant: C(OC([N:8]1[CH2:13][CH2:12][C:11]([C:16]2[CH:21]=[CH:20][C:19]([Cl:22])=[CH:18][CH:17]=2)([CH:14]=[CH2:15])[CH2:10][CH2:9]1)=O)(C)(C)C.Cl. Product: [Cl:22][C:19]1[CH:20]=[CH:21][C:16]([C:11]2([CH:14]=[CH2:15])[CH2:10][CH2:9][NH:8][CH2:13][CH2:12]2)=[CH:17][CH:18]=1. The catalyst class is: 12. (7) Reactant: [CH3:1]O.CO.C[O-].[Na+].[OH:8][C@H:9]([C@H:24]1[CH2:28][O:27]C(=O)[O:25]1)[C@H:10]1[C@H:15]2[N:16]=[C:17]([CH3:19])[O:18][C@@H:14]2[CH:13]=[C:12]([C:20]([O:22][CH3:23])=[O:21])[O:11]1. Product: [OH:25][C@H:24]([CH2:28][OH:27])[C@H:9]([C@H:10]1[C@H:15]2[N:16]=[C:17]([CH3:19])[O:18][C@@H:14]2[CH:13]=[C:12]([C:20]([O:22][CH3:23])=[O:21])[O:11]1)[O:8][CH3:1]. The catalyst class is: 11.